From a dataset of Forward reaction prediction with 1.9M reactions from USPTO patents (1976-2016). Predict the product of the given reaction. (1) Given the reactants [OH:1][CH2:2][CH:3]1[CH2:20][N:7]2[CH2:8][CH2:9][N:10]([C:12]3[C:17]([Cl:18])=[CH:16][C:15]([Cl:19])=[CH:14][N:13]=3)[CH2:11][CH:6]2[CH2:5][CH2:4]1.[F:21][C:22]1[CH:27]=[CH:26][C:25](O)=[CH:24][CH:23]=1.C1(P(C2C=CC=CC=2)C2C=CC=CC=2)C=CC=CC=1.N(C(OCC)=O)=NC(OCC)=O.Cl, predict the reaction product. The product is: [F:21][C:22]1[CH:27]=[CH:26][C:25]([O:1][CH2:2][CH:3]2[CH2:20][N:7]3[CH2:8][CH2:9][N:10]([C:12]4[C:17]([Cl:18])=[CH:16][C:15]([Cl:19])=[CH:14][N:13]=4)[CH2:11][CH:6]3[CH2:5][CH2:4]2)=[CH:24][CH:23]=1. (2) Given the reactants Cl[C:2]1[CH:11]=[CH:10][C:9]2[C:4](=[CH:5][CH:6]=[CH:7][CH:8]=2)[N:3]=1.[C:12]([O:16][C:17]([N:19]1[CH2:24][CH2:23][NH:22][CH2:21][CH2:20]1)=[O:18])([CH3:15])([CH3:14])[CH3:13].C(=O)([O-])[O-].[K+].[K+], predict the reaction product. The product is: [C:12]([O:16][C:17]([N:19]1[CH2:24][CH2:23][N:22]([C:2]2[CH:11]=[CH:10][C:9]3[C:4](=[CH:5][CH:6]=[CH:7][CH:8]=3)[N:3]=2)[CH2:21][CH2:20]1)=[O:18])([CH3:15])([CH3:13])[CH3:14].